Dataset: Full USPTO retrosynthesis dataset with 1.9M reactions from patents (1976-2016). Task: Predict the reactants needed to synthesize the given product. (1) Given the product [C:17]1([C@@H:14]2[NH:13][CH2:12][C:11]3[CH:10]=[CH:9][C:4]([C:5]([O:7][CH3:8])=[O:6])=[CH:3][C:2]=3[O:16][CH2:15]2)[CH:22]=[CH:21][CH:20]=[CH:19][CH:18]=1, predict the reactants needed to synthesize it. The reactants are: Br[C:2]1[CH:3]=[C:4]([CH:9]=[CH:10][C:11]=1[CH2:12][NH:13][C@@H:14]([C:17]1[CH:22]=[CH:21][CH:20]=[CH:19][CH:18]=1)[CH2:15][OH:16])[C:5]([O:7][CH3:8])=[O:6].C([O-])([O-])=O.[K+].[K+]. (2) Given the product [CH3:55][O:54][C:50]1[CH:51]=[CH:52][CH:53]=[C:47]([O:46][CH3:45])[C:48]=1[NH:49][C:16]([CH:7]1[C:8]2[C:13](=[CH:12][CH:11]=[CH:10][CH:9]=2)[C:14](=[O:15])[N:6]1[CH2:5][C:4]1[CH:19]=[CH:20][CH:21]=[CH:22][C:3]=1[O:2][CH3:1])=[O:18], predict the reactants needed to synthesize it. The reactants are: [CH3:1][O:2][C:3]1[CH:22]=[CH:21][CH:20]=[CH:19][C:4]=1[CH2:5][N:6]1[C:14](=[O:15])[C:13]2[C:8](=[CH:9][CH:10]=[CH:11][CH:12]=2)[CH:7]1[C:16]([OH:18])=O.CCN(CC)CC.F[P-](F)(F)(F)(F)F.CN(C)C(F)=[N+](C)C.[CH3:45][O:46][C:47]1[CH:53]=[CH:52][CH:51]=[C:50]([O:54][CH3:55])[C:48]=1[NH2:49]. (3) Given the product [S:1]1[CH2:6][CH2:5][N:4]([C:7]2[N:8]=[CH:9][C:10]([CH2:11][NH2:12])=[CH:13][CH:14]=2)[CH2:3][CH2:2]1, predict the reactants needed to synthesize it. The reactants are: [S:1]1[CH2:6][CH2:5][N:4]([C:7]2[CH:14]=[CH:13][C:10]([C:11]#[N:12])=[CH:9][N:8]=2)[CH2:3][CH2:2]1.[NH4+]. (4) Given the product [NH2:1][CH2:4][CH2:5][CH2:6][N:7]([C:21]1[CH:26]=[CH:25][CH:24]=[C:23]([Cl:27])[CH:22]=1)[CH:8]1[CH2:13][CH2:12][CH2:11][N:10]([C:14]([O:16][C:17]([CH3:18])([CH3:19])[CH3:20])=[O:15])[CH2:9]1, predict the reactants needed to synthesize it. The reactants are: [N:1]([CH2:4][CH2:5][CH2:6][N:7]([C:21]1[CH:26]=[CH:25][CH:24]=[C:23]([Cl:27])[CH:22]=1)[CH:8]1[CH2:13][CH2:12][CH2:11][N:10]([C:14]([O:16][C:17]([CH3:20])([CH3:19])[CH3:18])=[O:15])[CH2:9]1)=[N+]=[N-].C1C=CC(P(C2C=CC=CC=2)C2C=CC=CC=2)=CC=1. (5) Given the product [F:13][C:10]1[CH:11]=[CH:12][C:7]([C:6]2[N:5]([CH2:14][C:15]3[CH:19]=[C:18]([CH3:20])[O:17][N:16]=3)[N:4]=[C:3]([CH3:21])[C:2]=2[C:30]2[CH:31]=[CH:32][C:33]3[O:38][CH2:37][C:36](=[O:39])[NH:35][C:34]=3[CH:40]=2)=[CH:8][CH:9]=1, predict the reactants needed to synthesize it. The reactants are: Br[C:2]1[C:3]([CH3:21])=[N:4][N:5]([CH2:14][C:15]2[CH:19]=[C:18]([CH3:20])[O:17][N:16]=2)[C:6]=1[C:7]1[CH:12]=[CH:11][C:10]([F:13])=[CH:9][CH:8]=1.CC1(C)C(C)(C)OB([C:30]2[CH:31]=[CH:32][C:33]3[O:38][CH2:37][C:36](=[O:39])[NH:35][C:34]=3[CH:40]=2)O1.C(=O)([O-])[O-].[Cs+].[Cs+].O. (6) Given the product [Br:1][C:2]1[CH:3]=[C:4]2[C:10]([C:11]3[CH:16]=[CH:15][C:14]([OH:17])=[CH:13][CH:12]=3)=[CH:9][N:8]([S:24]([C:27]3[CH:32]=[CH:31][C:30]([CH3:33])=[CH:29][CH:28]=3)(=[O:25])=[O:26])[C:5]2=[N:6][CH:7]=1, predict the reactants needed to synthesize it. The reactants are: [Br:1][C:2]1[CH:3]=[C:4]2[C:10]([C:11]3[CH:16]=[CH:15][C:14]([O:17]C4CCCCO4)=[CH:13][CH:12]=3)=[CH:9][N:8]([S:24]([C:27]3[CH:32]=[CH:31][C:30]([CH3:33])=[CH:29][CH:28]=3)(=[O:26])=[O:25])[C:5]2=[N:6][CH:7]=1.C1(S)C=CC=CC=1.Cl. (7) Given the product [C:1]([O:5][C:6]([C:8]1[N:9]([C:22]([O:24][CH2:25][C:26]2[CH:31]=[CH:30][CH:29]=[CH:28][CH:27]=2)=[O:23])[C:10]2[C:15]([C:16]=1[N:17]=[C:33]=[O:35])=[CH:14][C:13]([C:18]([F:21])([F:20])[F:19])=[CH:12][CH:11]=2)=[O:7])([CH3:4])([CH3:2])[CH3:3], predict the reactants needed to synthesize it. The reactants are: [C:1]([O:5][C:6]([C:8]1[N:9]([C:22]([O:24][CH2:25][C:26]2[CH:31]=[CH:30][CH:29]=[CH:28][CH:27]=2)=[O:23])[C:10]2[C:15]([C:16]=1[NH2:17])=[CH:14][C:13]([C:18]([F:21])([F:20])[F:19])=[CH:12][CH:11]=2)=[O:7])([CH3:4])([CH3:3])[CH3:2].Cl[C:33](Cl)([O:35]C(=O)OC(Cl)(Cl)Cl)Cl.C(N(CC)CC)C. (8) The reactants are: CS(O[CH2:6][CH2:7][O:8][C:9]1[C:17]2[C:12](=[N:13][CH:14]=[N:15][C:16]=2[NH:18][C:19]2[CH:24]=[CH:23][C:22]([O:25][CH2:26][C:27]3[CH:32]=[CH:31][CH:30]=[CH:29][CH:28]=3)=[C:21]([CH3:33])[CH:20]=2)[NH:11][N:10]=1)(=O)=O.[CH3:34][O:35][CH:36]1[CH2:41][CH2:40][NH:39][CH2:38][CH2:37]1. Given the product [CH2:26]([O:25][C:22]1[CH:23]=[CH:24][C:19]([NH:18][C:16]2[N:15]=[CH:14][N:13]=[C:12]3[NH:11][N:10]=[C:9]([O:8][CH2:7][CH2:6][N:39]4[CH2:40][CH2:41][CH:36]([O:35][CH3:34])[CH2:37][CH2:38]4)[C:17]=23)=[CH:20][C:21]=1[CH3:33])[C:27]1[CH:28]=[CH:29][CH:30]=[CH:31][CH:32]=1, predict the reactants needed to synthesize it. (9) Given the product [C:1]([C:4]1[CH:8]=[C:7]([C:9]([NH:28][C@@H:26]([CH3:27])[CH2:25][N:22]2[CH:23]=[CH:24][C:20]([C:15]3[CH:16]=[CH:17][C:18]([Cl:19])=[C:13]([Cl:12])[CH:14]=3)=[N:21]2)=[O:11])[NH:6][N:5]=1)(=[O:3])[CH3:2], predict the reactants needed to synthesize it. The reactants are: [C:1]([C:4]1[CH:8]=[C:7]([C:9]([OH:11])=O)[NH:6][N:5]=1)(=[O:3])[CH3:2].[Cl:12][C:13]1[CH:14]=[C:15]([C:20]2[CH:24]=[CH:23][N:22]([CH2:25][C@@H:26]([NH2:28])[CH3:27])[N:21]=2)[CH:16]=[CH:17][C:18]=1[Cl:19]. (10) The reactants are: ClC1C(C(=O)N(CCCC)CCCC)=NN(C2C=CC(C(=O)NS(C3C=CC4C(=CC=CC=4)C=3)(=O)=O)=CC=2C(O)=O)C=1C.[Cl:44][C:45]1[C:46]([N:79]([CH2:83][CH2:84][CH3:85])[CH2:80][CH2:81][CH3:82])=[N:47][N:48]([C:51]2[CH:61]=[CH:60][C:59]([C:62](=[O:78])[NH:63][S:64]([C:67]3[CH:76]=[CH:75][C:74]4[C:69](=[C:70]([Cl:77])[CH:71]=[CH:72][CH:73]=4)[CH:68]=3)(=[O:66])=[O:65])=[CH:58][C:52]=2[C:53]([O:55]CC)=[O:54])[C:49]=1[CH3:50]. Given the product [Cl:44][C:45]1[C:46]([N:79]([CH2:80][CH2:81][CH3:82])[CH2:83][CH2:84][CH3:85])=[N:47][N:48]([C:51]2[CH:61]=[CH:60][C:59]([C:62](=[O:78])[NH:63][S:64]([C:67]3[CH:76]=[CH:75][C:74]4[C:69](=[C:70]([Cl:77])[CH:71]=[CH:72][CH:73]=4)[CH:68]=3)(=[O:66])=[O:65])=[CH:58][C:52]=2[C:53]([OH:55])=[O:54])[C:49]=1[CH3:50], predict the reactants needed to synthesize it.